Dataset: Forward reaction prediction with 1.9M reactions from USPTO patents (1976-2016). Task: Predict the product of the given reaction. (1) Given the reactants Cl.[NH2:2][C@@H:3]([C:6]1[CH:11]=[CH:10][C:9]([F:12])=[CH:8][CH:7]=1)[CH2:4][OH:5].[OH-].[K+].C1C[O:18][CH2:17]C1.C(=O)(OC(Cl)(Cl)Cl)OC(Cl)(Cl)Cl, predict the reaction product. The product is: [F:12][C:9]1[CH:10]=[CH:11][C:6]([C@H:3]2[CH2:4][O:5][C:17](=[O:18])[NH:2]2)=[CH:7][CH:8]=1. (2) The product is: [CH3:16][C:15]1[NH:7][C:8]2=[CH:9][N:10]=[C:11]([C:17]3[CH:22]=[CH:21][CH:20]=[CH:19][CH:18]=3)[CH:12]=[C:13]2[CH:14]=1. Given the reactants C(OC(=O)[NH:7][C:8]1[CH:9]=[N:10][C:11]([C:17]2[CH:22]=[CH:21][CH:20]=[CH:19][CH:18]=2)=[CH:12][C:13]=1[C:14]#[C:15][CH3:16])(C)(C)C.C1CCN2C(=NCCC2)CC1, predict the reaction product. (3) Given the reactants F[C@H]1[C@@H](OC2C=CC(C3N=C(NC4C=CC(C5CCOCC5)=CC=4)N=CN=3)=CC=2C#N)CCNC1.[F:36][C@H:37]1[C@@H:42]([O:43][C:44]2[CH:51]=[CH:50][C:49]([C:52]3[N:57]=[C:56]([NH:58][C:59]4[CH:64]=[CH:63][C:62]([CH:65]5[CH2:70][CH2:69][O:68][CH2:67][CH2:66]5)=[CH:61][CH:60]=4)[N:55]=[CH:54][N:53]=3)=[CH:48][C:45]=2[C:46]#[N:47])[CH2:41][CH2:40][N:39]([C:71](=[O:75])[C@@H:72]([OH:74])[CH3:73])[CH2:38]1.C(N(CC)C(C)C)(C)C.CN(C(ON1N=NC2C=CC=NC1=2)=[N+](C)C)C.F[P-](F)(F)(F)(F)F, predict the reaction product. The product is: [F:36][C@H:37]1[C@@H:42]([O:43][C:44]2[CH:51]=[CH:50][C:49]([C:52]3[N:57]=[C:56]([NH:58][C:59]4[CH:60]=[CH:61][C:62]([CH:65]5[CH2:70][CH2:69][O:68][CH2:67][CH2:66]5)=[CH:63][CH:64]=4)[N:55]=[CH:54][N:53]=3)=[CH:48][C:45]=2[C:46]#[N:47])[CH2:41][CH2:40][N:39]([C:71](=[O:75])[C@@H:72]([OH:74])[CH3:73])[CH2:38]1. (4) Given the reactants C(O[C:9]1[C:18]2[C:13](=[CH:14][CH:15]=[C:16]([C:19]([OH:21])=[O:20])[CH:17]=2)[N:12]=[C:11]([N:22]2[CH2:28][C:27]3[CH:29]=[CH:30][CH:31]=[CH:32][C:26]=3[S:25](=[O:33])[CH2:24][CH2:23]2)[N:10]=1)C1C=CC=CC=1.[O:34]1[CH2:37][C:36]([CH2:40][NH2:41])([CH2:38][NH2:39])[CH2:35]1, predict the reaction product. The product is: [NH2:39][CH2:38][C:36]1([CH2:40][NH:41][C:9]2[C:18]3[C:13](=[CH:14][CH:15]=[C:16]([C:19]([OH:21])=[O:20])[CH:17]=3)[N:12]=[C:11]([N:22]3[CH2:28][C:27]4[CH:29]=[CH:30][CH:31]=[CH:32][C:26]=4[S:25](=[O:33])[CH2:24][CH2:23]3)[N:10]=2)[CH2:37][O:34][CH2:35]1. (5) Given the reactants [N:1]([C@@H:4]1[CH2:9][N:8]([CH2:10][C:11]([O:13][C:14]([CH3:17])([CH3:16])[CH3:15])=[O:12])[C@@H:7]([CH2:18][CH2:19][C:20]2[C:29]3[C:24](=[CH:25][CH:26]=[C:27]([O:30][CH3:31])[N:28]=3)[N:23]=[CH:22][C:21]=2[Cl:32])[CH2:6][CH2:5]1)=[N+]=[N-].N[C@@H]1CN(C(OC(C)(C)C)=O)[C@@H](CCC2C3C(=CC=C(OC)N=3)N=CC=2F)CC1.FC1C=NC2C(C=1CC[C@H]1CC[C@H](N[CH2:82][C:83]3[CH:84]=[CH:85][C:86]4[O:87][CH2:88][C:89](=[O:93])[NH:90][C:91]=4[N:92]=3)CN1C(OC(C)(C)C)=O)=NC(OC)=CC=2, predict the reaction product. The product is: [Cl:32][C:21]1[CH:22]=[N:23][C:24]2[C:29]([C:20]=1[CH2:19][CH2:18][C@H:7]1[CH2:6][CH2:5][C@H:4]([NH:1][CH2:82][C:83]3[CH:84]=[CH:85][C:86]4[O:87][CH2:88][C:89](=[O:93])[NH:90][C:91]=4[N:92]=3)[CH2:9][N:8]1[CH2:10][C:11]([O:13][C:14]([CH3:17])([CH3:16])[CH3:15])=[O:12])=[N:28][C:27]([O:30][CH3:31])=[CH:26][CH:25]=2. (6) Given the reactants [Cl:1][C:2]1[CH:23]=[C:22]([OH:24])[CH:21]=[C:20]([Cl:25])[C:3]=1[CH2:4][CH:5]1[CH2:9][CH2:8][N:7]([CH:10]2[CH2:18][CH2:17][C:16]3[C:12](=[CH:13][NH:14][N:15]=3)[CH2:11]2)[C:6]1=[O:19].[S:26](O[S:26]([C:29]([F:32])([F:31])[F:30])(=[O:28])=[O:27])([C:29]([F:32])([F:31])[F:30])(=[O:28])=[O:27].O.N#N.[O-:44][S:45]([C:48]([F:51])([F:50])[F:49])(=O)=[O:46], predict the reaction product. The product is: [Cl:25][C:20]1[CH:21]=[C:22]([O:24][S:45]([C:48]([F:51])([F:50])[F:49])(=[O:46])=[O:44])[CH:23]=[C:2]([Cl:1])[C:3]=1[CH2:4][CH:5]1[CH2:9][CH2:8][N:7]([CH:10]2[CH2:18][CH2:17][C:16]3[C:12](=[CH:13][N:14]([S:26]([C:29]([F:32])([F:31])[F:30])(=[O:28])=[O:27])[N:15]=3)[CH2:11]2)[C:6]1=[O:19]. (7) Given the reactants [Mg].Br[C:3]1[CH:8]=[CH:7][CH:6]=[C:5]([C:9]([F:12])([F:11])[F:10])[CH:4]=1.[CH3:13][C:14]1[CH2:19][CH2:18][CH2:17][C:16]([CH3:21])([CH3:20])[C:15]=1[CH2:22][CH:23]=[O:24], predict the reaction product. The product is: [F:10][C:9]([F:12])([F:11])[C:5]1[CH:4]=[C:3]([CH:23]([OH:24])[CH2:22][C:15]2[C:16]([CH3:20])([CH3:21])[CH2:17][CH2:18][CH2:19][C:14]=2[CH3:13])[CH:8]=[CH:7][CH:6]=1. (8) Given the reactants [NH2:1][C:2]1[C:3]([F:27])=[C:4]([C:9]([C:11]2[C:19]3[C:14](=[N:15][CH:16]=[C:17]([C:20]4[CH:21]=[N:22][C:23]([CH3:26])=[N:24][CH:25]=4)[CH:18]=3)[NH:13][CH:12]=2)=[O:10])[C:5]([F:8])=[CH:6][CH:7]=1.[F:28][C:29]1[CH:34]=[CH:33][CH:32]=[CH:31][C:30]=1[S:35](Cl)(=[O:37])=[O:36].N1C=CC=CC=1, predict the reaction product. The product is: [F:27][C:3]1[C:4]([C:9]([C:11]2[C:19]3[C:14](=[N:15][CH:16]=[C:17]([C:20]4[CH:21]=[N:22][C:23]([CH3:26])=[N:24][CH:25]=4)[CH:18]=3)[NH:13][CH:12]=2)=[O:10])=[C:5]([F:8])[CH:6]=[CH:7][C:2]=1[NH:1][S:35]([C:30]1[CH:31]=[CH:32][CH:33]=[CH:34][C:29]=1[F:28])(=[O:37])=[O:36].